Dataset: Reaction yield outcomes from USPTO patents with 853,638 reactions. Task: Predict the reaction yield, written as a fraction of the theoretical maximum amount of product (1.0 means a 100% yield; for example, 0.34 means a 34% yield). (1) The reactants are Cl[C:2]1[C:7]([O:8][C:9]2[CH:14]=[CH:13][CH:12]=[CH:11][C:10]=2[O:15][CH3:16])=[C:6]([Cl:17])[N:5]=[C:4]([C:18]2[N:23]=[CH:22][CH:21]=[CH:20][N:19]=2)[N:3]=1.C(N(CC)CC)C.[CH2:31]([OH:34])[CH2:32][OH:33]. The catalyst is O. The product is [CH3:16][O:15][C:10]1[CH:11]=[CH:12][CH:13]=[CH:14][C:9]=1[O:8][C:7]1[C:2]([O:33][CH2:32][CH2:31][OH:34])=[N:3][C:4]([C:18]2[N:23]=[CH:22][CH:21]=[CH:20][N:19]=2)=[N:5][C:6]=1[Cl:17]. The yield is 0.967. (2) The catalyst is ClCCl.CCCCCC. The yield is 0.950. The product is [CH2:33]([O:32][C:30]([O:1][C:2]1[CH:3]=[C:4]([CH2:9][C@H:10]([NH:21][C:22]([O:24][C:25]([CH3:27])([CH3:26])[CH3:28])=[O:23])[C:11]([O:13][C@H:14]([CH3:20])[CH2:15][O:16][C:17](=[O:19])[CH3:18])=[O:12])[CH:5]=[CH:6][C:7]=1[O:8][C:42]([O:45][CH2:46][CH3:47])=[O:44])=[O:31])[CH3:34]. The reactants are [OH:1][C:2]1[CH:3]=[C:4]([CH2:9][C@H:10]([NH:21][C:22]([O:24][C:25]([CH3:28])([CH3:27])[CH3:26])=[O:23])[C:11]([O:13][C@H:14]([CH3:20])[CH2:15][O:16][C:17](=[O:19])[CH3:18])=[O:12])[CH:5]=[CH:6][C:7]=1[OH:8].Cl[C:30]([O:32][CH2:33][CH3:34])=[O:31].C(N(CC)CC)C.[C:42]([O:45][CH2:46][CH3:47])(=[O:44])C. (3) The reactants are C(O[C:6](=O)[N:7]([C@H:9]([C:14]([N:16]1[CH2:21][CH2:20][C:19](=[N:22][O:23][CH2:24][C:25]2[CH:30]=[CH:29][CH:28]=[C:27]([Cl:31])[CH:26]=2)[CH2:18][CH2:17]1)=[O:15])[CH2:10][CH:11]([CH3:13])[CH3:12])C)(C)(C)C.Cl. The catalyst is C(OCC)(=O)C. The product is [ClH:31].[Cl:31][C:27]1[CH:26]=[C:25]([CH:30]=[CH:29][CH:28]=1)[CH2:24][O:23][N:22]=[C:19]1[CH2:18][CH2:17][N:16]([C:14](=[O:15])[C@@H:9]([NH:7][CH3:6])[CH2:10][CH:11]([CH3:13])[CH3:12])[CH2:21][CH2:20]1. The yield is 0.630. (4) The reactants are [NH2:1][CH2:2][CH:3]1[CH2:5][CH2:4]1.C[Al](C)C.C[O:11][C:12]([C:14]1[N:15]=[N:16][C:17]([NH:20][CH2:21][C:22]2[C:23]([C:28]3[CH:33]=[CH:32][CH:31]=[CH:30][CH:29]=3)=[N:24][O:25][C:26]=2[CH3:27])=[CH:18][CH:19]=1)=O.O. The catalyst is O1CCOCC1. The product is [CH:3]1([CH2:2][NH:1][C:12]([C:14]2[N:15]=[N:16][C:17]([NH:20][CH2:21][C:22]3[C:23]([C:28]4[CH:33]=[CH:32][CH:31]=[CH:30][CH:29]=4)=[N:24][O:25][C:26]=3[CH3:27])=[CH:18][CH:19]=2)=[O:11])[CH2:5][CH2:4]1. The yield is 0.540. (5) The reactants are [NH2:1][C:2]1[CH:10]=[CH:9][CH:8]=[C:7]([F:11])[C:3]=1[C:4]([OH:6])=O.N1[CH:16]=[CH:15]N=C1.C(Cl)(=O)C.Cl.[NH2:22][CH:23]1[CH2:28][CH2:27][C:26](=[O:29])[NH:25][C:24]1=[O:30].P(OC1C=CC=CC=1)(OC1C=CC=CC=1)OC1C=CC=CC=1. The catalyst is C(#N)C.CO.O. The product is [F:11][C:7]1[CH:8]=[CH:9][CH:10]=[C:2]2[C:3]=1[C:4](=[O:6])[N:22]([CH:23]1[CH2:28][CH2:27][C:26](=[O:29])[NH:25][C:24]1=[O:30])[C:15]([CH3:16])=[N:1]2. The yield is 0.780. (6) The reactants are [CH:1]1([NH:4][C:5](=[O:26])[C:6]2[CH:11]=[CH:10][C:9]([CH3:12])=[C:8]([NH:13][C:14]3[CH:15]=[C:16]4[C:20](=[CH:21][CH:22]=3)[C:19](=[O:23])[C:18]([CH3:25])([CH3:24])[CH2:17]4)[CH:7]=2)[CH2:3][CH2:2]1.[H-].[Na+].C1OCCOCCOCCOCCOC1.[O:44]1[CH2:49][CH2:48][CH2:47][CH2:46][CH:45]1[O:50][CH2:51][CH2:52][CH2:53]Br. The catalyst is C1(C)C=CC=CC=1.CCOC(C)=O.C([O-])(O)=O.[Na+]. The product is [CH:1]1([NH:4][C:5](=[O:26])[C:6]2[CH:11]=[CH:10][C:9]([CH3:12])=[C:8]([N:13]([C:14]3[CH:15]=[C:16]4[C:20](=[CH:21][CH:22]=3)[C:19](=[O:23])[C:18]([CH3:24])([CH3:25])[CH2:17]4)[CH2:53][CH2:52][CH2:51][O:50][CH:45]3[CH2:46][CH2:47][CH2:48][CH2:49][O:44]3)[CH:7]=2)[CH2:2][CH2:3]1. The yield is 1.00.